This data is from Forward reaction prediction with 1.9M reactions from USPTO patents (1976-2016). The task is: Predict the product of the given reaction. (1) The product is: [ClH:57].[CH3:38][N:22]([CH3:21])[CH2:23][C@@H:24]([CH3:37])[C@:25]([C:29]1[CH:34]=[CH:33][CH:32]=[C:31]([O:35][CH3:36])[CH:30]=1)([OH:28])[CH2:26][CH3:27]. Given the reactants B(O)(O)[C@H]1N(C([C@@H](N)C(C)C)=O)CCC1.CS(O)(=O)=O.[CH3:21][N:22]([CH3:38])[CH2:23][C@@H:24]([CH3:37])[C@:25]([C:29]1[CH:34]=[CH:33][CH:32]=[C:31]([O:35][CH3:36])[CH:30]=1)([OH:28])[CH2:26][CH3:27].CN(C)C[C@H](C)[C@@](C1C=CC=C(OC)C=1)(O)CC.[ClH:57], predict the reaction product. (2) Given the reactants C([P:4]([CH2:9][O:10][C:11]1[CH:20]=[C:19]2[C:14]([C:15](=[O:31])[CH:16]=[C:17]([C:21]3[CH:26]=[CH:25][C:24]([O:27][CH3:28])=[C:23]([O:29][CH3:30])[CH:22]=3)[O:18]2)=[C:13]([O:32][CH3:33])[CH:12]=1)([CH:6]([CH3:8])[CH3:7])=[O:5])(C)C.[N-]=[N+]=[N-].[Na+].CN(C)C=[O:41].C(OCC)(=O)C, predict the reaction product. The product is: [OH:5][P:4]([CH2:9][O:10][C:11]1[CH:20]=[C:19]2[C:14]([C:15](=[O:31])[CH:16]=[C:17]([C:21]3[CH:26]=[CH:25][C:24]([O:27][CH3:28])=[C:23]([O:29][CH3:30])[CH:22]=3)[O:18]2)=[C:13]([O:32][CH3:33])[CH:12]=1)([CH:6]([CH3:7])[CH3:8])=[O:41]. (3) Given the reactants [C:1]([C:4]1[S:5][CH:6]=[CH:7][CH:8]=1)(=O)[CH3:2].[S:9]1[CH:13]=[CH:12][CH:11]=[C:10]1[C:14]([CH2:16][C:17]#[N:18])=[O:15].C1(=O)CCCCC1.N1CCOCC1.[S], predict the reaction product. The product is: [NH2:18][C:17]1[S:5][C:6]2[CH2:2][CH2:1][CH2:4][CH2:8][C:7]=2[C:16]=1[C:14]([C:10]1[S:9][CH:13]=[CH:12][CH:11]=1)=[O:15]. (4) Given the reactants O=[C:2]([CH:9]1[CH2:18][CH2:17][C:12]2([O:16][CH2:15][CH2:14][O:13]2)[CH2:11][CH2:10]1)[CH2:3][C:4]([O:6]CC)=O.[NH2:19][C:20]1[CH:24]=[CH:23][NH:22][N:21]=1, predict the reaction product. The product is: [O:13]1[C:12]2([CH2:11][CH2:10][CH:9]([C:2]3[CH:3]=[C:4]([OH:6])[N:21]4[N:22]=[CH:23][CH:24]=[C:20]4[N:19]=3)[CH2:18][CH2:17]2)[O:16][CH2:15][CH2:14]1.